Dataset: Forward reaction prediction with 1.9M reactions from USPTO patents (1976-2016). Task: Predict the product of the given reaction. Given the reactants [C:1]([O:9][C@H:10]1[C@H:15]([CH2:16][CH:17]=[CH2:18])[O:14][C@@H:13]([C@H:19]([OH:22])CO)[C@H:12]2[O:23][C:24]3([O:30][C@@H:11]12)[CH2:29][CH2:28][CH2:27][CH2:26][CH2:25]3)(=[O:8])[C:2]1[CH:7]=[CH:6][CH:5]=[CH:4][CH:3]=1.O.I([O-])(=O)(=O)=O.[Na+], predict the reaction product. The product is: [C:1]([O:9][C@H:10]1[C@H:15]([CH2:16][CH:17]=[CH2:18])[O:14][C@@H:13]([CH:19]=[O:22])[C@H:12]2[O:23][C:24]3([O:30][C@@H:11]12)[CH2:29][CH2:28][CH2:27][CH2:26][CH2:25]3)(=[O:8])[C:2]1[CH:3]=[CH:4][CH:5]=[CH:6][CH:7]=1.